Dataset: Forward reaction prediction with 1.9M reactions from USPTO patents (1976-2016). Task: Predict the product of the given reaction. (1) Given the reactants [Cl:1][C:2]1[CH:7]=[CH:6][C:5]([C:8]2[CH:9]=[N:10][CH:11]=[C:12]3[C:17]=2[N:16]=[C:15]([C:18]([OH:20])=O)[CH:14]=[CH:13]3)=[CH:4][CH:3]=1.C(N(CC)C(C)C)(C)C.F[P-](F)(F)(F)(F)F.N1(OC(N(C)C)=[N+](C)C)[C:41]2[N:42]=[CH:43][CH:44]=[CH:45][C:40]=2N=N1.N1CCCCC1, predict the reaction product. The product is: [Cl:1][C:2]1[CH:3]=[CH:4][C:5]([C:8]2[CH:9]=[N:10][CH:11]=[C:12]3[C:17]=2[N:16]=[C:15]([C:18]([N:42]2[CH2:43][CH2:44][CH2:45][CH2:40][CH2:41]2)=[O:20])[CH:14]=[CH:13]3)=[CH:6][CH:7]=1. (2) Given the reactants [Cl:1][C:2]1[CH:7]=[CH:6][N:5]=[C:4]2[NH:8][N:9]=[C:10]([CH:11]([CH3:13])[CH3:12])[C:3]=12.[H-].[Na+].F[C:17]1[CH:24]=[CH:23][C:20]([C:21]#[N:22])=[C:19]([N+:25]([O-:27])=[O:26])[CH:18]=1.O, predict the reaction product. The product is: [Cl:1][C:2]1[CH:7]=[CH:6][N:5]=[C:4]2[N:8]([C:17]3[CH:24]=[CH:23][C:20]([C:21]#[N:22])=[C:19]([N+:25]([O-:27])=[O:26])[CH:18]=3)[N:9]=[C:10]([CH:11]([CH3:13])[CH3:12])[C:3]=12. (3) The product is: [C:13]([C:15]([C:21]1[CH:26]=[CH:25][CH:24]=[C:23]([O:27][CH3:28])[CH:22]=1)([CH2:30][C:31]1[CH:36]=[CH:35][CH:34]=[CH:33][CH:32]=1)[C:16]([O:18][CH2:19][CH3:20])=[O:17])#[N:14]. Given the reactants C(NC(C)C)(C)C.C([Li])CCC.[C:13]([CH:15]([C:21]1[CH:26]=[CH:25][CH:24]=[C:23]([O:27][CH3:28])[CH:22]=1)[C:16]([O:18][CH2:19][CH3:20])=[O:17])#[N:14].Br[CH2:30][C:31]1[CH:36]=[CH:35][CH:34]=[CH:33][CH:32]=1, predict the reaction product. (4) Given the reactants [C:1]1([CH:7]([C:35]2[CH:40]=[CH:39][CH:38]=[CH:37][CH:36]=2)[N:8]2[C:16]3[C:11](=[CH:12][CH:13]=[CH:14][CH:15]=3)[C:10]3([C:20]4[CH:21]=[C:22](B5OC(C)(C)C(C)(C)O5)[CH:23]=[CH:24][C:19]=4[O:18][CH2:17]3)[C:9]2=[O:34])[CH:6]=[CH:5][CH:4]=[CH:3][CH:2]=1.[OH:41]O.[OH-].[Na+], predict the reaction product. The product is: [C:35]1([CH:7]([C:1]2[CH:6]=[CH:5][CH:4]=[CH:3][CH:2]=2)[N:8]2[C:16]3[C:11](=[CH:12][CH:13]=[CH:14][CH:15]=3)[C:10]3([C:20]4[CH:21]=[C:22]([OH:41])[CH:23]=[CH:24][C:19]=4[O:18][CH2:17]3)[C:9]2=[O:34])[CH:36]=[CH:37][CH:38]=[CH:39][CH:40]=1. (5) Given the reactants [NH2:1][CH2:2][CH2:3][NH:4][C:5](=[O:11])[O:6][C:7]([CH3:10])([CH3:9])[CH3:8].[C:12]1([N:18]=[C:19]=[S:20])[CH:17]=[CH:16][CH:15]=[CH:14][CH:13]=1, predict the reaction product. The product is: [NH:18]([C:19]([NH:1][CH2:2][CH2:3][NH:4][C:5](=[O:11])[O:6][C:7]([CH3:8])([CH3:10])[CH3:9])=[S:20])[C:12]1[CH:17]=[CH:16][CH:15]=[CH:14][CH:13]=1. (6) Given the reactants Cl[CH2:2][C:3]1[CH:8]=[CH:7][C:6]([C@H:9]([C:27]2[CH:32]=[CH:31][C:30]([Cl:33])=[CH:29][CH:28]=2)[N:10]2[CH2:13][C:12](=[C:14]([C:19]3[CH:24]=[C:23]([F:25])[CH:22]=[C:21]([F:26])[CH:20]=3)[S:15]([CH3:18])(=[O:17])=[O:16])[CH2:11]2)=[CH:5][CH:4]=1.[NH:34]1[CH2:39][CH2:38][S:37][CH2:36][CH2:35]1, predict the reaction product. The product is: [Cl:33][C:30]1[CH:31]=[CH:32][C:27]([C@@H:9]([C:6]2[CH:5]=[CH:4][C:3]([CH2:2][N:34]3[CH2:39][CH2:38][S:37][CH2:36][CH2:35]3)=[CH:8][CH:7]=2)[N:10]2[CH2:13][C:12](=[C:14]([C:19]3[CH:20]=[C:21]([F:26])[CH:22]=[C:23]([F:25])[CH:24]=3)[S:15]([CH3:18])(=[O:16])=[O:17])[CH2:11]2)=[CH:28][CH:29]=1. (7) Given the reactants [H-].[Na+].Cl[C:4]1[CH:9]=[CH:8][C:7]([C:10]([F:13])([F:12])[F:11])=[CH:6][N:5]=1.[CH3:14][C:15]([C:17]1[CH:22]=[CH:21][CH:20]=[C:19]([Cl:23])[CH:18]=1)=O.[OH-:24].[Na+].Cl.[NH2:27]O, predict the reaction product. The product is: [Cl:23][C:19]1[CH:18]=[C:17]([C:15](=[N:27][OH:24])[CH2:14][C:4]2[CH:9]=[CH:8][C:7]([C:10]([F:13])([F:12])[F:11])=[CH:6][N:5]=2)[CH:22]=[CH:21][CH:20]=1. (8) Given the reactants [O:1]=[C:2]([CH2:6][CH3:7])[C:3]([OH:5])=[O:4].[C:8]1([C:14]([CH3:24])([CH3:23])[CH:15]2[CH2:20][CH2:19][CH:18]([CH3:21])[CH2:17][CH:16]2O)[CH:13]=[CH:12][CH:11]=[CH:10][CH:9]=1, predict the reaction product. The product is: [CH3:21][C@H:18]1[CH2:17][C@@H:16]([O:4][C:3](=[O:5])[C:2](=[O:1])[CH2:6][CH3:7])[C@H:15]([C:14]([CH3:24])([C:8]2[CH:9]=[CH:10][CH:11]=[CH:12][CH:13]=2)[CH3:23])[CH2:20][CH2:19]1. (9) Given the reactants [Cl:1][C:2]1[CH:3]=[C:4]2[C:8](=[C:9]([C:11]([OH:13])=O)[CH:10]=1)[NH:7][CH:6]=[CH:5]2.CN(C(ON1N=NC2C=CC=CC1=2)=[N+](C)C)C.[B-](F)(F)(F)F.C(N(CC)C(C)C)(C)C.Cl.[C:46]([C:50]1[CH:68]=[CH:67][C:53]([CH2:54][NH:55][CH2:56][CH2:57][CH:58]([C:63]([F:66])([F:65])[F:64])[C:59]([F:62])([F:61])[F:60])=[CH:52][CH:51]=1)([CH3:49])([CH3:48])[CH3:47], predict the reaction product. The product is: [C:46]([C:50]1[CH:51]=[CH:52][C:53]([CH2:54][N:55]([CH2:56][CH2:57][CH:58]([C:63]([F:64])([F:65])[F:66])[C:59]([F:60])([F:61])[F:62])[C:11]([C:9]2[CH:10]=[C:2]([Cl:1])[CH:3]=[C:4]3[C:8]=2[NH:7][CH:6]=[CH:5]3)=[O:13])=[CH:67][CH:68]=1)([CH3:49])([CH3:47])[CH3:48]. (10) Given the reactants [Cl:1][C:2]1[CH:3]=[CH:4][C:5]([O:12][C:13]([CH3:17])(C)[C:14]#[CH:15])=[C:6]([CH:11]=1)[C:7]([O:9][CH3:10])=[O:8].[F-].[Cs+].[CH2:20](N(CC)C1C=CC=CC=1)C, predict the reaction product. The product is: [Cl:1][C:2]1[CH:11]=[C:6]([C:7]([O:9][CH3:10])=[O:8])[C:5]2[O:12][C:13]([CH:14]([CH3:15])[CH3:20])=[CH:17][C:4]=2[CH:3]=1.